Dataset: Full USPTO retrosynthesis dataset with 1.9M reactions from patents (1976-2016). Task: Predict the reactants needed to synthesize the given product. Given the product [O:12]1[CH:16]=[CH:15][CH:14]=[C:13]1[C:17]1[CH:18]=[CH:19][C:20](/[CH:23]=[CH:24]/[S:25]([NH:1][C:2]2[CH:7]=[CH:6][CH:5]=[CH:4][C:3]=2[S:8]([NH2:11])(=[O:9])=[O:10])(=[O:27])=[O:26])=[CH:21][CH:22]=1, predict the reactants needed to synthesize it. The reactants are: [NH2:1][C:2]1[CH:7]=[CH:6][CH:5]=[CH:4][C:3]=1[S:8]([NH2:11])(=[O:10])=[O:9].[O:12]1[CH:16]=[CH:15][CH:14]=[C:13]1[C:17]1[CH:22]=[CH:21][C:20](/[CH:23]=[CH:24]/[S:25](Cl)(=[O:27])=[O:26])=[CH:19][CH:18]=1.